This data is from TCR-epitope binding with 47,182 pairs between 192 epitopes and 23,139 TCRs. The task is: Binary Classification. Given a T-cell receptor sequence (or CDR3 region) and an epitope sequence, predict whether binding occurs between them. The epitope is LLMPILTLT. The TCR CDR3 sequence is CASSERLAGSYEQYF. Result: 0 (the TCR does not bind to the epitope).